This data is from Reaction yield outcomes from USPTO patents with 853,638 reactions. The task is: Predict the reaction yield, written as a fraction of the theoretical maximum amount of product (1.0 means a 100% yield; for example, 0.34 means a 34% yield). (1) The yield is 0.460. The catalyst is ClCCCl.C([O-])(=O)C.[Cu+2].C([O-])(=O)C. The product is [C:1]([O:5][C:6]([N:8]([CH3:10])[NH:9][C:16]1[CH:17]=[C:12]([Cl:11])[CH:13]=[CH:14][C:15]=1[Cl:18])=[O:7])([CH3:4])([CH3:3])[CH3:2]. The reactants are [C:1]([O:5][C:6]([N:8]([CH3:10])[NH2:9])=[O:7])([CH3:4])([CH3:3])[CH3:2].[Cl:11][C:12]1[CH:17]=[CH:16][C:15]([Cl:18])=[CH:14][C:13]=1B(O)O.C(N(CC)CC)C. (2) The reactants are [F:1][C:2]1[CH:12]=[CH:11][CH:10]=[C:9]([C:13]([F:16])([F:15])[F:14])[C:3]=1[CH2:4][NH:5][C:6]([NH2:8])=[O:7].[C:17](OC(C)(C)C)(=[O:22])[CH2:18][C:19]([CH3:21])=O.O.C1(C)C=CC(S(O)(=O)=O)=CC=1.CC(O)C. The catalyst is C1(C)C=CC=CC=1. The product is [F:1][C:2]1[CH:12]=[CH:11][CH:10]=[C:9]([C:13]([F:14])([F:15])[F:16])[C:3]=1[CH2:4][N:5]1[C:19]([CH3:21])=[CH:18][C:17](=[O:22])[NH:8][C:6]1=[O:7]. The yield is 0.630. (3) The reactants are Cl[C:2]1[CH:7]=[CH:6][C:5]([CH3:8])=[CH:4][CH:3]=1.[C:9](#N)[CH3:10].[Li].C1C[O:16]CC1. No catalyst specified. The product is [CH3:8][C:5]1[CH:6]=[CH:7][C:2]([C:9]([CH3:10])=[O:16])=[CH:3][CH:4]=1. The yield is 0.990. (4) The reactants are [H-].[Al+3].[Li+].[H-].[H-].[H-].C([O:9][C:10]([CH2:12][C:13]1[C:14]2[CH:21]=[CH:20][CH:19]=[C:18]([C:22](OC)=[O:23])[C:15]=2[S:16][CH:17]=1)=O)C.C(OCC)(=O)C.O. The catalyst is C1COCC1. The product is [OH:23][CH2:22][C:18]1[C:15]2[S:16][CH:17]=[C:13]([CH2:12][CH2:10][OH:9])[C:14]=2[CH:21]=[CH:20][CH:19]=1. The yield is 0.980. (5) The reactants are [CH:1]([N:4]1[C:8]([C:9]2[N:18]=[C:17]3[N:11]([CH2:12][CH2:13][O:14][C:15]4[CH:22]=[C:21](O)[N:20]=[CH:19][C:16]=43)[CH:10]=2)=[N:7][C:6](C)=[N:5]1)([CH3:3])[CH3:2].[CH3:25][O:26][C@H:27]1[CH2:31][CH2:30][NH:29][C@@H:28]1[C:32]([NH2:34])=[O:33]. The catalyst is C(N(CC)CC)C. The product is [CH:1]([N:4]1[C:8]([C:9]2[N:18]=[C:17]3[C:16]4[CH:19]=[N:20][C:21]([N:29]5[CH2:30][CH2:31][C@H:27]([O:26][CH3:25])[C@H:28]5[C:32]([NH2:34])=[O:33])=[CH:22][C:15]=4[O:14][CH2:13][CH2:12][N:11]3[CH:10]=2)=[N:7][CH:6]=[N:5]1)([CH3:2])[CH3:3]. The yield is 0.270. (6) The reactants are [Cl:1][C:2]1[CH:3]=[C:4]([CH:9]=[CH:10][CH:11]=1)[C:5]([NH:7][NH2:8])=[O:6].[Br:12][CH:13]([CH3:24])[C:14](OCC)(OCC)OCC. No catalyst specified. The product is [Br:12][CH:13]([C:24]1[O:6][C:5]([C:4]2[CH:9]=[CH:10][CH:11]=[C:2]([Cl:1])[CH:3]=2)=[N:7][N:8]=1)[CH3:14]. The yield is 0.320. (7) The reactants are C[O:2][C:3](=[O:22])[CH:4]=[CH:5][C:6]1[CH:11]=[CH:10][CH:9]=[C:8]([S:12](=[O:21])(=[O:20])[NH:13][C:14]2[CH:19]=[CH:18][CH:17]=[CH:16][CH:15]=2)[CH:7]=1.[OH-].[Na+]. The catalyst is CO. The product is [C:14]1([NH:13][S:12]([C:8]2[CH:7]=[C:6]([CH:5]=[CH:4][C:3]([OH:22])=[O:2])[CH:11]=[CH:10][CH:9]=2)(=[O:21])=[O:20])[CH:15]=[CH:16][CH:17]=[CH:18][CH:19]=1. The yield is 0.820. (8) The reactants are Br[C:2]1[C:11]([F:12])=[C:10]2[C:5]([CH:6]=[CH:7][C:8]([CH3:13])=[N:9]2)=[CH:4][CH:3]=1.[Br-].[CH:15]1([Zn+])[CH2:17][CH2:16]1.C(OCC)(=O)C.O. The catalyst is C1COCC1.C1C=CC([P]([Pd]([P](C2C=CC=CC=2)(C2C=CC=CC=2)C2C=CC=CC=2)([P](C2C=CC=CC=2)(C2C=CC=CC=2)C2C=CC=CC=2)[P](C2C=CC=CC=2)(C2C=CC=CC=2)C2C=CC=CC=2)(C2C=CC=CC=2)C2C=CC=CC=2)=CC=1. The product is [CH:15]1([C:2]2[C:11]([F:12])=[C:10]3[C:5]([CH:6]=[CH:7][C:8]([CH3:13])=[N:9]3)=[CH:4][CH:3]=2)[CH2:17][CH2:16]1. The yield is 0.803. (9) The reactants are CO[C:3]1[CH:4]=[C:5](CCCCCCCCC2C=CC(N)=CC=2)[C:6]2[C:11]([C:12]=1OC)=[CH:10][CH:9]=[CH:8][CH:7]=2.CCN(CC)CC.Cl[C:38]1[C:39]2[C:44]([N:45]=[C:46]3[C:51]=1[CH:50]=[CH:49][CH:48]=[CH:47]3)=[CH:43][CH:42]=[CH:41][CH:40]=2. The catalyst is CO. The product is [C:10]1([C:40]2[C:39]3[C:44](=[N:45][C:46]4[C:51]([CH:38]=3)=[CH:50][CH:49]=[CH:48][CH:47]=4)[CH:43]=[CH:42][CH:41]=2)[C:11]2[C:6](=[CH:5][CH:4]=[CH:3][CH:12]=2)[CH:7]=[CH:8][CH:9]=1. The yield is 0.820.